From a dataset of Forward reaction prediction with 1.9M reactions from USPTO patents (1976-2016). Predict the product of the given reaction. Given the reactants [C:1](OC(=O)C)(=[O:3])[CH3:2].[OH:8][C@H:9]1[CH2:29][C@@:28]2([CH3:30])[C@@H:20]([CH2:21][CH2:22][C@@H:23]2[C:24]([CH2:26][OH:27])=[CH2:25])[C@H:19]2[C@H:10]1[C@:11]1([CH3:32])[C:16]([CH2:17][CH2:18]2)=[CH:15][C:14](=[O:31])[CH2:13][CH2:12]1, predict the reaction product. The product is: [C:1]([O:27][CH2:26][C:24]([C@@H:23]1[C@:28]2([CH3:30])[C@H:20]([C@H:19]3[C@H:10]([C@@H:9]([OH:8])[CH2:29]2)[C@:11]2([CH3:32])[C:16](=[CH:15][C:14](=[O:31])[CH2:13][CH2:12]2)[CH2:17][CH2:18]3)[CH2:21][CH2:22]1)=[CH2:25])(=[O:3])[CH3:2].